From a dataset of Catalyst prediction with 721,799 reactions and 888 catalyst types from USPTO. Predict which catalyst facilitates the given reaction. Reactant: [OH:1][CH2:2][CH2:3][O:4][CH2:5][CH2:6][CH2:7][O:8][CH2:9][C:10]([O:12][C:13]([CH3:16])([CH3:15])[CH3:14])=[O:11].[C:17]1([CH3:27])[CH:22]=[CH:21][C:20]([S:23](Cl)(=[O:25])=[O:24])=[CH:19][CH:18]=1.C(N(CC)CC)C. Product: [CH3:27][C:17]1[CH:22]=[CH:21][C:20]([S:23]([O:1][CH2:2][CH2:3][O:4][CH2:5][CH2:6][CH2:7][O:8][CH2:9][C:10]([O:12][C:13]([CH3:16])([CH3:15])[CH3:14])=[O:11])(=[O:25])=[O:24])=[CH:19][CH:18]=1. The catalyst class is: 112.